Predict the reactants needed to synthesize the given product. From a dataset of Full USPTO retrosynthesis dataset with 1.9M reactions from patents (1976-2016). (1) Given the product [I:13][C:6]1[C:5]2[C:9](=[CH:10][C:2]([F:1])=[CH:3][CH:4]=2)[NH:8][CH:7]=1, predict the reactants needed to synthesize it. The reactants are: [F:1][C:2]1[CH:10]=[C:9]2[C:5]([CH:6]=[CH:7][NH:8]2)=[CH:4][CH:3]=1.[OH-].[K+].[I:13]I. (2) Given the product [CH:18]([N:17]1[C:11]2[CH:10]=[C:9]([NH:8][C:6]3[CH:5]=[CH:4][N:3]=[C:2]([N:28]4[CH2:27][CH2:26][CH:25]([O:24][C:23]([F:22])([F:31])[F:32])[CH2:30][CH2:29]4)[N:7]=3)[N:14]=[CH:13][C:12]=2[N:15]=[CH:16]1)([CH3:20])[CH3:19], predict the reactants needed to synthesize it. The reactants are: Cl[C:2]1[N:7]=[C:6]([NH:8][C:9]2[N:14]=[CH:13][C:12]3[N:15]=[CH:16][N:17]([CH:18]([CH3:20])[CH3:19])[C:11]=3[CH:10]=2)[CH:5]=[CH:4][N:3]=1.Cl.[F:22][C:23]([F:32])([F:31])[O:24][CH:25]1[CH2:30][CH2:29][NH:28][CH2:27][CH2:26]1.C(N(CC)CC)C.CC(O)C. (3) Given the product [CH2:1]([C:9]1[O:13][N:12]=[C:11]([C:14]2[CH:19]=[CH:18][C:17]([CH2:20][NH2:21])=[CH:16][CH:15]=2)[N:10]=1)[CH2:2][CH2:3][CH2:4][CH2:5][CH2:6][CH2:7][CH3:8].[OH:13][N:12]=[C:11]([NH2:10])[C:26]1[CH:25]=[CH:24][C:23]([CH2:22][OH:32])=[CH:28][CH:27]=1, predict the reactants needed to synthesize it. The reactants are: [CH2:1]([C:9]1[O:13][N:12]=[C:11]([C:14]2[CH:19]=[CH:18][C:17]([CH2:20][NH2:21])=[CH:16][CH:15]=2)[N:10]=1)[CH2:2][CH2:3][CH2:4][CH2:5][CH2:6][CH2:7][CH3:8].[C:22]([OH:32])(=O)[CH2:23][CH2:24][CH2:25][CH2:26][CH2:27][CH2:28]CC. (4) Given the product [CH3:24][N:8]([CH3:1])[C@H:9]1[C@H:13]([OH:14])[CH2:12][N:11]([C:15]([O:17][C:18]([CH3:19])([CH3:20])[CH3:21])=[O:16])[CH2:10]1, predict the reactants needed to synthesize it. The reactants are: [CH2:1]([NH:8][C@H:9]1[C@H:13]([OH:14])[CH2:12][N:11]([C:15]([O:17][C:18]([CH3:21])([CH3:20])[CH3:19])=[O:16])[CH2:10]1)C1C=CC=CC=1.[H][H].[CH2:24]=O. (5) Given the product [CH3:23][N:22]([CH3:24])[C:21](=[O:25])[NH:20][C:16]1[CH:15]=[C:14]([C:11]2[CH:12]=[C:13]3[C:8](=[CH:9][CH:10]=2)[N:7]([CH:26]2[CH2:31][CH2:30][CH2:29][CH2:28][O:27]2)[N:6]=[C:5]3[C:3]([OH:1])=[O:4])[CH:19]=[N:18][CH:17]=1, predict the reactants needed to synthesize it. The reactants are: [OH-:1].[Na+].[CH:3]([C:5]1[C:13]2[C:8](=[CH:9][CH:10]=[C:11]([C:14]3[CH:15]=[C:16]([NH:20][C:21](=[O:25])[N:22]([CH3:24])[CH3:23])[CH:17]=[N:18][CH:19]=3)[CH:12]=2)[N:7]([CH:26]2[CH2:31][CH2:30][CH2:29][CH2:28][O:27]2)[N:6]=1)=[O:4]. (6) The reactants are: [NH2:1][CH2:2][CH2:3][CH2:4][CH2:5][CH2:6][OH:7].[Cl:8][C:9]1[C:14]([N+:15]([O-:17])=[O:16])=[C:13](Cl)[C:12]([CH3:19])=[C:11]([CH3:20])[N:10]=1. Given the product [Cl:8][C:9]1[C:14]([N+:15]([O-:17])=[O:16])=[C:13]([NH:1][CH2:2][CH2:3][CH2:4][CH2:5][CH2:6][OH:7])[C:12]([CH3:19])=[C:11]([CH3:20])[N:10]=1, predict the reactants needed to synthesize it.